This data is from Peptide-MHC class I binding affinity with 185,985 pairs from IEDB/IMGT. The task is: Regression. Given a peptide amino acid sequence and an MHC pseudo amino acid sequence, predict their binding affinity value. This is MHC class I binding data. (1) The peptide sequence is KAFSPEVIPMF. The MHC is HLA-B15:03 with pseudo-sequence HLA-B15:03. The binding affinity (normalized) is 0.453. (2) The peptide sequence is SSLSCEGQK. The MHC is HLA-A03:01 with pseudo-sequence HLA-A03:01. The binding affinity (normalized) is 0.493. (3) The peptide sequence is MLLAFMTL. The MHC is H-2-Db with pseudo-sequence H-2-Db. The binding affinity (normalized) is 0. (4) The peptide sequence is AEYKLQQGTF. The MHC is HLA-B40:02 with pseudo-sequence HLA-B40:02. The binding affinity (normalized) is 0.723.